This data is from Full USPTO retrosynthesis dataset with 1.9M reactions from patents (1976-2016). The task is: Predict the reactants needed to synthesize the given product. (1) The reactants are: C[O:2][C:3](=[O:24])[C:4]1[CH:9]=[C:8]([C:10]2[S:11][CH:12]=[C:13]([C:15]3[CH:20]=[CH:19][C:18]([Cl:21])=[C:17]([Cl:22])[CH:16]=3)[N:14]=2)[CH:7]=[CH:6][C:5]=1Br.[C:25]([C:27]1[N:32]=[C:31](B(O)O)[CH:30]=[CH:29][CH:28]=1)#[N:26]. Given the product [C:25]([C:27]1[N:32]=[C:31]([C:5]2[CH:6]=[CH:7][C:8]([C:10]3[S:11][CH:12]=[C:13]([C:15]4[CH:20]=[CH:19][C:18]([Cl:21])=[C:17]([Cl:22])[CH:16]=4)[N:14]=3)=[CH:9][C:4]=2[C:3]([OH:2])=[O:24])[CH:30]=[CH:29][CH:28]=1)#[N:26], predict the reactants needed to synthesize it. (2) Given the product [C:65]([NH:64][C:60]1[N:59]=[CH:58][N:57]=[C:56]2[C:61]=1[N:62]=[CH:63][N:55]2[CH2:54][C@@H:28]([C@H:27]([OH:19])[CH3:73])[CH2:29][O:30][C:31]([C:46]1[CH:47]=[CH:48][C:49]([O:52][CH3:53])=[CH:50][CH:51]=1)([C:38]1[CH:39]=[CH:40][C:41]([O:44][CH3:45])=[CH:42][CH:43]=1)[C:32]1[CH:37]=[CH:36][CH:35]=[CH:34][CH:33]=1)(=[O:72])[C:66]1[CH:71]=[CH:70][CH:69]=[CH:68][CH:67]=1, predict the reactants needed to synthesize it. The reactants are: [F-].C([N+](CCCC)(CCCC)CCCC)CCC.[O:19]([C@H:27]([CH3:73])[C@H:28]([CH2:54][N:55]1[CH:63]=[N:62][C:61]2[C:56]1=[N:57][CH:58]=[N:59][C:60]=2[NH:64][C:65](=[O:72])[C:66]1[CH:71]=[CH:70][CH:69]=[CH:68][CH:67]=1)[CH2:29][O:30][C:31]([C:46]1[CH:51]=[CH:50][C:49]([O:52][CH3:53])=[CH:48][CH:47]=1)([C:38]1[CH:43]=[CH:42][C:41]([O:44][CH3:45])=[CH:40][CH:39]=1)[C:32]1[CH:37]=[CH:36][CH:35]=[CH:34][CH:33]=1)[Si](C(C)(C)C)(C)C. (3) Given the product [O:1]=[C:2]1[CH:11]=[CH:10][C:9]2[C:4](=[CH:5][CH:6]=[CH:7][CH:8]=2)[N:3]1[CH2:15][CH2:16][C:17]([O:19][CH2:20][CH3:21])=[O:18], predict the reactants needed to synthesize it. The reactants are: [OH:1][C:2]1[CH:11]=[CH:10][C:9]2[C:4](=[CH:5][CH:6]=[CH:7][CH:8]=2)[N:3]=1.[OH-].[K+].Cl[CH2:15][CH2:16][C:17]([O:19][CH2:20][CH3:21])=[O:18]. (4) Given the product [NH2:17][C:4]1[N:3]=[C:2]([C:23]2[CH:24]=[CH:25][C:20]([C:18]#[N:19])=[C:21]([F:29])[CH:22]=2)[CH:7]=[C:6]([N:8]2[CH2:13][CH2:12][O:11][CH2:10][C@H:9]2[CH:14]([CH3:16])[CH3:15])[N:5]=1, predict the reactants needed to synthesize it. The reactants are: Cl[C:2]1[CH:7]=[C:6]([N:8]2[CH2:13][CH2:12][O:11][CH2:10][C@H:9]2[CH:14]([CH3:16])[CH3:15])[N:5]=[C:4]([NH2:17])[N:3]=1.[C:18]([C:20]1[CH:25]=[CH:24][C:23](B(O)O)=[CH:22][C:21]=1[F:29])#[N:19].C1(P(C2CCCCC2)C2CCCCC2)CCCCC1.[O-]P([O-])([O-])=O.[K+].[K+].[K+]. (5) Given the product [Br:11][C:12]1[CH:21]=[C:20]([F:22])[CH:19]=[C:18]2[C:13]=1[CH:14]=[CH:15][C:16]([CH2:23][OH:24])=[CH:17]2, predict the reactants needed to synthesize it. The reactants are: [H-].C([Al+]CC(C)C)C(C)C.[Br:11][C:12]1[CH:21]=[C:20]([F:22])[CH:19]=[C:18]2[C:13]=1[CH:14]=[CH:15][C:16]([C:23](OC)=[O:24])=[CH:17]2.Cl.